The task is: Predict the reactants needed to synthesize the given product.. This data is from Full USPTO retrosynthesis dataset with 1.9M reactions from patents (1976-2016). (1) Given the product [Br:1][C:2]1[CH:3]=[CH:4][C:5]([CH:16]=[O:17])=[N:6][CH:7]=1, predict the reactants needed to synthesize it. The reactants are: [Br:1][C:2]1[CH:3]=[CH:4][C:5](I)=[N:6][CH:7]=1.C([Mg])(C)C.CN([CH:16]=[O:17])C. (2) The reactants are: CCCC[N+](CCCC)(CCCC)CCCC.O.O.O.[F-].[Si]([O:29][CH:30]([CH2:41][CH2:42][CH2:43][CH3:44])[C:31]([NH:33][C:34]1[CH:39]=[CH:38][C:37]([CH3:40])=[CH:36][N:35]=1)=[O:32])(C(C)(C)C)(C)C.O.CCOC(C)=O. Given the product [OH:29][CH:30]([CH2:41][CH2:42][CH2:43][CH3:44])[C:31]([NH:33][C:34]1[CH:39]=[CH:38][C:37]([CH3:40])=[CH:36][N:35]=1)=[O:32], predict the reactants needed to synthesize it. (3) Given the product [NH:54]1[C:48]2[C:49](=[N:50][CH:51]=[C:46]([C:2]3[N:3]=[C:4]4[C:10]5[CH:11]=[CH:12][CH:13]=[CH:14][C:9]=5[NH:8][C:7]5[N:15]=[CH:16][CH:17]=[CH:18][C:6]=5[N:5]4[C:19]=3[C:20]3[CH:21]=[CH:22][C:23]([C:26]4([NH2:30])[CH2:29][CH2:28][CH2:27]4)=[CH:24][CH:25]=3)[CH:47]=2)[CH:52]=[CH:53]1, predict the reactants needed to synthesize it. The reactants are: Br[C:2]1[N:3]=[C:4]2[C:10]3[CH:11]=[CH:12][CH:13]=[CH:14][C:9]=3[NH:8][C:7]3[N:15]=[CH:16][CH:17]=[CH:18][C:6]=3[N:5]2[C:19]=1[C:20]1[CH:25]=[CH:24][C:23]([C:26]2([NH:30]C(=O)OC(C)(C)C)[CH2:29][CH2:28][CH2:27]2)=[CH:22][CH:21]=1.CC1(C)C(C)(C)OB([C:46]2[CH:47]=[C:48]3[NH:54][CH:53]=[CH:52][C:49]3=[N:50][CH:51]=2)O1.[O-]P([O-])([O-])=O.[K+].[K+].[K+]. (4) Given the product [NH2:17][C:18]1[CH:32]=[CH:31][CH:30]=[CH:29][C:19]=1[CH:20]=[N:21][C:22]1[CH:23]=[C:24]([OH:28])[CH:25]=[CH:26][CH:27]=1, predict the reactants needed to synthesize it. The reactants are: NC1C=C(O)C=CC=1.NC1C=CC(O)=CC=1.[NH2:17][C:18]1[CH:32]=[CH:31][CH:30]=[CH:29][C:19]=1[CH2:20][NH:21][C:22]1[CH:23]=[C:24]([OH:28])[CH:25]=[CH:26][CH:27]=1. (5) Given the product [C:1]([O:4][C@H:5]([C:7]1[O:8][C:9]([C:12]2[CH:13]=[CH:14][C:15]3[O:19][CH:18]=[C:17]([C:28]4[CH:27]=[C:26]([F:29])[CH:25]=[CH:24][C:23]=4[Cl:22])[C:16]=3[CH:21]=2)=[N:10][N:11]=1)[CH3:6])(=[O:3])[CH3:2], predict the reactants needed to synthesize it. The reactants are: [C:1]([O:4][C@H:5]([C:7]1[O:8][C:9]([C:12]2[CH:13]=[CH:14][C:15]3[O:19][CH:18]=[C:17](Br)[C:16]=3[CH:21]=2)=[N:10][N:11]=1)[CH3:6])(=[O:3])[CH3:2].[Cl:22][C:23]1[CH:28]=[CH:27][C:26]([F:29])=[CH:25][C:24]=1B(O)O. (6) Given the product [CH2:1]([O:5][C:6]1[C:11]([C:12]2[NH:13][CH:16]=[C:17]([C:19]3[CH:24]=[CH:23][CH:22]=[C:21]([F:25])[CH:20]=3)[N:14]=2)=[CH:10][CH:9]=[CH:8][N:7]=1)[CH2:2][CH2:3][CH3:4], predict the reactants needed to synthesize it. The reactants are: [CH2:1]([O:5][C:6]1[C:11]([C:12](=[NH:14])[NH2:13])=[CH:10][CH:9]=[CH:8][N:7]=1)[CH2:2][CH2:3][CH3:4].Br[CH2:16][C:17]([C:19]1[CH:24]=[CH:23][CH:22]=[C:21]([F:25])[CH:20]=1)=O.C([O-])([O-])=O.[Cs+].[Cs+].O.